From a dataset of Catalyst prediction with 721,799 reactions and 888 catalyst types from USPTO. Predict which catalyst facilitates the given reaction. (1) Reactant: CCCCCCCCCCCCCCCC(OC[C@@H](OC(CCCCCCCCCCCCCCC)=O)COP(OCC[N+](C)(C)C)([O-])=O)=O.CC(CCC[C@H]([C@@H]1[C@]2(C)[C@H]([C@H]3[C@H](CC2)[C@]2(C)C(C[C@H](CC2)O)=CC3)CC1)C)C.[CH3:79][N:80]1[CH2:98][C:92]2[CH:93]=[CH:94][C:95]([O:96][CH3:97])=[C:90]3[C:91]=2[C@:83]2([C@@H:88]([O:89]3)[CH2:87][C@@H:86]([OH:99])[CH:85]=[CH:84]2)[CH2:82][CH2:81]1.Br.C(O)(=O)CC(CC(O)=O)(C(O)=O)O.C(=O)([O-])[O-].[Na+].[Na+].C(O)(=O)CC(CC(O)=O)(C(O)=O)O. Product: [CH3:79][N:80]1[CH2:98][C:92]2[CH:93]=[CH:94][C:95]([O:96][CH3:97])=[C:90]3[C:91]=2[C@:83]2([C@@H:88]([O:89]3)[CH2:87][C@@H:86]([OH:99])[CH:85]=[CH:84]2)[CH2:82][CH2:81]1. The catalyst class is: 8. (2) Product: [CH3:20][N:12]1[CH2:13][CH2:14][CH2:15][N:10]([C:7]2[CH:6]=[CH:5][C:4]([N+:1]([O-:3])=[O:2])=[CH:9][CH:8]=2)[C:11]1=[O:16]. Reactant: [N+:1]([C:4]1[CH:9]=[CH:8][C:7]([N:10]2[CH2:15][CH2:14][CH2:13][NH:12][C:11]2=[O:16])=[CH:6][CH:5]=1)([O-:3])=[O:2].[H-].[Na+].I[CH3:20]. The catalyst class is: 7.